This data is from Reaction yield outcomes from USPTO patents with 853,638 reactions. The task is: Predict the reaction yield, written as a fraction of the theoretical maximum amount of product (1.0 means a 100% yield; for example, 0.34 means a 34% yield). (1) The yield is 0.710. The reactants are [Cl:1][C:2]1[N:7]=[C:6](Cl)[C:5]([F:9])=[CH:4][N:3]=1.[C:10]1([NH2:17])[CH:15]=[CH:14][CH:13]=[CH:12][C:11]=1[NH2:16].CCN(C(C)C)C(C)C. The product is [Cl:1][C:2]1[N:7]=[C:6]([NH:16][C:11]2[C:10]([NH2:17])=[CH:15][CH:14]=[CH:13][CH:12]=2)[C:5]([F:9])=[CH:4][N:3]=1. The catalyst is C(O)CCC. (2) The reactants are Cl[CH2:2][C:3]1[C:4]([C:11]2[C:16]([Cl:17])=[CH:15][CH:14]=[CH:13][C:12]=2[Cl:18])=[N:5][O:6][C:7]=1[CH:8]([CH3:10])[CH3:9].[OH:19][C:20]1[CH:25]=[CH:24][C:23]([C:26]2[CH:35]=[C:34]3[C:29]([CH:30]=[CH:31][CH:32]=[C:33]3[C:36]([O:38][CH3:39])=[O:37])=[CH:28][CH:27]=2)=[CH:22][CH:21]=1.C(=O)([O-])[O-].[Cs+].[Cs+]. The catalyst is CN(C)C=O. The product is [Cl:18][C:12]1[CH:13]=[CH:14][CH:15]=[C:16]([Cl:17])[C:11]=1[C:4]1[C:3]([CH2:2][O:19][C:20]2[CH:21]=[CH:22][C:23]([C:26]3[CH:35]=[C:34]4[C:29]([CH:30]=[CH:31][CH:32]=[C:33]4[C:36]([O:38][CH3:39])=[O:37])=[CH:28][CH:27]=3)=[CH:24][CH:25]=2)=[C:7]([CH:8]([CH3:10])[CH3:9])[O:6][N:5]=1. The yield is 0.750. (3) The reactants are [C:1]1([C:7]2[CH:16]=[CH:15][CH:14]=[C:13]3[C:8]=2[C:9]([NH:30][CH2:31][C:32]2[CH:37]=[CH:36][CH:35]=[CH:34][N:33]=2)=[N:10][C:11]([CH:17]2[CH2:22][CH2:21][N:20](C(OC(C)(C)C)=O)[CH2:19][CH2:18]2)=[N:12]3)[CH:6]=[CH:5][CH:4]=[CH:3][CH:2]=1. The catalyst is Cl. The product is [C:1]1([C:7]2[CH:16]=[CH:15][CH:14]=[C:13]3[C:8]=2[C:9]([NH:30][CH2:31][C:32]2[CH:37]=[CH:36][CH:35]=[CH:34][N:33]=2)=[N:10][C:11]([CH:17]2[CH2:22][CH2:21][NH:20][CH2:19][CH2:18]2)=[N:12]3)[CH:6]=[CH:5][CH:4]=[CH:3][CH:2]=1. The yield is 0.760. (4) The reactants are CCN(C(C)C)C(C)C.C1C=CC2N(O)N=NC=2C=1.CCN=C=NCCCN(C)C.Cl.OC(C(F)(F)F)=O.[NH2:39][CH2:40][C:41]([N:43]1[CH2:48][CH2:47][N:46]([C:49](=[O:60])[C:50]2[CH:55]=[CH:54][CH:53]=[CH:52][C:51]=2[C:56]([F:59])([F:58])[F:57])[CH2:45][CH2:44]1)=[O:42].[Li+].[C:62]1([C:68]2[O:72][C:71]([C:73]([O-])=[O:74])=[N:70][N:69]=2)[CH:67]=[CH:66][CH:65]=[CH:64][CH:63]=1. The catalyst is CN(C=O)C.O. The product is [O:42]=[C:41]([N:43]1[CH2:44][CH2:45][N:46]([C:49](=[O:60])[C:50]2[CH:55]=[CH:54][CH:53]=[CH:52][C:51]=2[C:56]([F:59])([F:57])[F:58])[CH2:47][CH2:48]1)[CH2:40][NH:39][C:73]([C:71]1[O:72][C:68]([C:62]2[CH:63]=[CH:64][CH:65]=[CH:66][CH:67]=2)=[N:69][N:70]=1)=[O:74]. The yield is 0.224. (5) The reactants are [NH2:1][C:2]1[N:7]=[CH:6][N:5]=[C:4]2[N:8]([CH2:25][C@H:26]3[CH2:30][CH2:29][CH2:28][N:27]3[C:31](=[O:35])[CH2:32][C:33]#[N:34])[N:9]=[C:10]([C:11]3[CH:16]=[CH:15][C:14]([O:17][C:18]4[CH:23]=[CH:22][CH:21]=[CH:20][CH:19]=4)=[CH:13][C:12]=3[F:24])[C:3]=12.C(Cl)Cl.N1CCCCC1.[CH:45]([C:47]1([NH:50][C:51](=[O:57])[O:52][C:53]([CH3:56])([CH3:55])[CH3:54])[CH2:49][CH2:48]1)=O. The catalyst is CO. The product is [NH2:1][C:2]1[N:7]=[CH:6][N:5]=[C:4]2[N:8]([CH2:25][C@H:26]3[CH2:30][CH2:29][CH2:28][N:27]3[C:31](=[O:35])[C:32]([C:33]#[N:34])=[CH:45][C:47]3([NH:50][C:51](=[O:57])[O:52][C:53]([CH3:56])([CH3:55])[CH3:54])[CH2:48][CH2:49]3)[N:9]=[C:10]([C:11]3[CH:16]=[CH:15][C:14]([O:17][C:18]4[CH:19]=[CH:20][CH:21]=[CH:22][CH:23]=4)=[CH:13][C:12]=3[F:24])[C:3]=12. The yield is 0.130. (6) The reactants are N1(CCNC(=O)/C=C/C2C=CC=CC=2F)C2C=CC=CC=2N=C1.[N:24]1([CH2:30][CH2:31][CH2:32][NH2:33])[CH2:29][CH2:28][S:27][CH2:26][CH2:25]1.[F:34][C:35]1[CH:45]=[CH:44][C:38]([CH:39]=[CH:40][C:41](O)=[O:42])=[CH:37][CH:36]=1.CCN=C=NCCCN(C)C.Cl. The yield is 0.670. The product is [F:34][C:35]1[CH:36]=[CH:37][C:38](/[CH:39]=[CH:40]/[C:41]([NH:33][CH2:32][CH2:31][CH2:30][N:24]2[CH2:29][CH2:28][S:27][CH2:26][CH2:25]2)=[O:42])=[CH:44][CH:45]=1. The catalyst is C(Cl)Cl. (7) The reactants are [Cl:1][C:2]1[CH:3]=[CH:4][C:5]2[C:11]3[N:12]=[C:13]([NH:16][C:17]4[CH:22]=[CH:21][C:20]([O:23][CH3:24])=[C:19]([O:25][CH3:26])[CH:18]=4)[N:14]=[CH:15][C:10]=3[CH2:9][N:8]=[C:7]([C:27]3[CH:32]=[CH:31][CH:30]=[CH:29][C:28]=3[F:33])[C:6]=2[CH:34]=1.C(O)(=O)C. The catalyst is ClCCl.[Zn]. The product is [Cl:1][C:2]1[CH:3]=[CH:4][C:5]2[C:11]3[N:12]=[C:13]([NH:16][C:17]4[CH:22]=[CH:21][C:20]([O:23][CH3:24])=[C:19]([O:25][CH3:26])[CH:18]=4)[N:14]=[CH:15][C:10]=3[CH2:9][NH:8][CH:7]([C:27]3[CH:32]=[CH:31][CH:30]=[CH:29][C:28]=3[F:33])[C:6]=2[CH:34]=1. The yield is 0.650. (8) The reactants are [CH3:1][CH:2]1[C:6](=[O:7])[CH:5]=[C:4]([CH3:8])[O:3]1.[Si:9](OS(C(F)(F)F)(=O)=O)([C:12]([CH3:15])([CH3:14])[CH3:13])([CH3:11])[CH3:10]. The catalyst is C(Cl)Cl. The product is [CH3:13][C:12]([Si:9]([CH3:11])([CH3:10])[O:7][C:6]1[CH:5]=[C:4]([CH3:8])[O:3][C:2]=1[CH3:1])([CH3:15])[CH3:14]. The yield is 0.890. (9) The reactants are [F:1][C:2]1[C:3]([C:9]#[N:10])=[N:4][CH:5]=[CH:6][C:7]=1I.[CH3:11][C:12]1[CH:17]=[CH:16][N:15]=[CH:14][C:13]=1B(O)O.C(=O)([O-])[O-].[Cs+].[Cs+]. The catalyst is O1CCOCC1.O.C(Cl)Cl. The product is [F:1][C:2]1[C:3]([C:9]#[N:10])=[N:4][CH:5]=[CH:6][C:7]=1[C:13]1[CH:14]=[N:15][CH:16]=[CH:17][C:12]=1[CH3:11]. The yield is 0.184.